Dataset: Full USPTO retrosynthesis dataset with 1.9M reactions from patents (1976-2016). Task: Predict the reactants needed to synthesize the given product. (1) Given the product [CH2:40]([C@H:14]1[S:13](=[O:15])(=[O:16])[C:12]([CH3:18])([CH3:17])[C:11]([NH:19][C:20](=[O:26])[O:21][C:22]([CH3:25])([CH3:24])[CH3:23])=[N:10][C@@:9]1([C:4]1[C:5]([F:8])=[N:6][CH:7]=[C:2]([Br:1])[CH:3]=1)[CH3:27])[CH:39]=[CH2:38], predict the reactants needed to synthesize it. The reactants are: [Br:1][C:2]1[CH:3]=[C:4]([C@:9]2([CH3:27])[CH2:14][S:13](=[O:16])(=[O:15])[C:12]([CH3:18])([CH3:17])[C:11]([NH:19][C:20](=[O:26])[O:21][C:22]([CH3:25])([CH3:24])[CH3:23])=[N:10]2)[C:5]([F:8])=[N:6][CH:7]=1.C[Si]([N-][Si](C)(C)C)(C)C.[K+].[CH2:38](Br)[CH:39]=[CH2:40]. (2) Given the product [C:13]([Si:10]([CH3:12])([CH3:11])[O:9][C:3]1[C:4]([F:8])=[CH:5][CH:6]=[CH:7][C:2]=1[F:1])([CH3:16])([CH3:15])[CH3:14], predict the reactants needed to synthesize it. The reactants are: [F:1][C:2]1[CH:7]=[CH:6][CH:5]=[C:4]([F:8])[C:3]=1[OH:9].[Si:10](Cl)([C:13]([CH3:16])([CH3:15])[CH3:14])([CH3:12])[CH3:11].N1C=CN=C1. (3) Given the product [N:8]1[CH:9]=[CH:10][C:5]([C:3]2[N:4]=[C:16]([C:15]3[CH:14]=[C:13]([CH:21]=[CH:20][CH:19]=3)[C:11]#[N:12])[O:1][N:2]=2)=[CH:6][N:7]=1, predict the reactants needed to synthesize it. The reactants are: [OH:1][N:2]=[C:3]([C:5]1[CH:10]=[CH:9][N:8]=[N:7][CH:6]=1)[NH2:4].[C:11]([C:13]1[CH:14]=[C:15]([CH:19]=[CH:20][CH:21]=1)[C:16](Cl)=O)#[N:12].N. (4) Given the product [NH2:9][C:3]1[N:4]=[CH:5][N:6]=[C:7]([NH:10][CH:11]2[CH2:12][C:13]3([CH2:14][CH:15]([NH:17][C:18](=[O:24])[CH:42]=[CH2:43])[CH2:16]3)[CH2:25]2)[C:2]=1[C:30]1[CH:31]=[CH:32][C:27]([O:26][C:33]2[CH:38]=[CH:37][CH:36]=[CH:35][CH:34]=2)=[CH:28][CH:29]=1, predict the reactants needed to synthesize it. The reactants are: Cl[C:2]1[C:3]([NH2:9])=[N:4][CH:5]=[N:6][C:7]=1Cl.[NH2:10][CH:11]1[CH2:25][C:13]2([CH2:16][CH:15]([NH:17][C:18](=[O:24])OC(C)(C)C)[CH2:14]2)[CH2:12]1.[O:26]([C:33]1[CH:38]=[CH:37][C:36](B(O)O)=[CH:35][CH:34]=1)[C:27]1[CH:32]=[CH:31][CH:30]=[CH:29][CH:28]=1.[C:42](Cl)(=O)[CH:43]=C. (5) Given the product [NH2:9][C:3]1[N:4]=[C:5]([NH:8][C:26]([C:25]2[N:21]([CH:18]([CH3:20])[CH3:19])[N:22]=[CH:23][CH:24]=2)=[O:27])[CH:6]=[CH:7][C:2]=1[I:1], predict the reactants needed to synthesize it. The reactants are: [I:1][C:2]1[C:3]([NH2:9])=[N:4][C:5]([NH2:8])=[CH:6][CH:7]=1.N1C(C)=CC=CC=1C.[CH:18]([N:21]1[C:25]([C:26](O)=[O:27])=[CH:24][CH:23]=[N:22]1)([CH3:20])[CH3:19]. (6) Given the product [CH2:18]([C:19]1[NH:10][C:7]2[CH:8]=[CH:9][C:4]([N+:1]([O-:3])=[O:2])=[CH:5][C:6]=2[N:11]=1)[C:12]1[CH:17]=[CH:16][CH:15]=[CH:14][CH:13]=1, predict the reactants needed to synthesize it. The reactants are: [N+:1]([C:4]1[CH:9]=[CH:8][C:7]([NH2:10])=[C:6]([NH2:11])[CH:5]=1)([O-:3])=[O:2].[C:12]1([CH2:18][C:19](O)=O)[CH:17]=[CH:16][CH:15]=[CH:14][CH:13]=1. (7) Given the product [O:15]=[C:6]1[C:7]2[C:8](=[CH:11][CH:12]=[CH:13][CH:14]=2)[C:9](=[O:10])[N:5]1[CH2:4][CH2:3][CH2:2][O:22][C:23]1[CH:28]=[CH:27][C:26]([C:29]2[CH:30]=[CH:31][C:32]([C:35]([O:37][CH2:38][CH3:39])=[O:36])=[CH:33][CH:34]=2)=[CH:25][C:24]=1[C:40]1[CH:49]=[CH:48][C:47]2[C:46]([CH3:51])([CH3:50])[CH2:45][CH2:44][C:43]([CH3:52])([CH3:53])[C:42]=2[CH:41]=1, predict the reactants needed to synthesize it. The reactants are: Br[CH2:2][CH2:3][CH2:4][N:5]1[C:9](=[O:10])[C:8]2=[CH:11][CH:12]=[CH:13][CH:14]=[C:7]2[C:6]1=[O:15].C(=O)([O-])[O-].[K+].[K+].[OH:22][C:23]1[CH:28]=[CH:27][C:26]([C:29]2[CH:34]=[CH:33][C:32]([C:35]([O:37][CH2:38][CH3:39])=[O:36])=[CH:31][CH:30]=2)=[CH:25][C:24]=1[C:40]1[CH:49]=[CH:48][C:47]2[C:46]([CH3:51])([CH3:50])[CH2:45][CH2:44][C:43]([CH3:53])([CH3:52])[C:42]=2[CH:41]=1.O.